This data is from NCI-60 drug combinations with 297,098 pairs across 59 cell lines. The task is: Regression. Given two drug SMILES strings and cell line genomic features, predict the synergy score measuring deviation from expected non-interaction effect. (1) Drug 1: CC(CN1CC(=O)NC(=O)C1)N2CC(=O)NC(=O)C2. Drug 2: C1=CN(C(=O)N=C1N)C2C(C(C(O2)CO)O)O.Cl. Cell line: KM12. Synergy scores: CSS=9.77, Synergy_ZIP=3.11, Synergy_Bliss=-13.2, Synergy_Loewe=-9.97, Synergy_HSA=-9.84. (2) Drug 1: COC1=CC(=CC(=C1O)OC)C2C3C(COC3=O)C(C4=CC5=C(C=C24)OCO5)OC6C(C(C7C(O6)COC(O7)C8=CC=CS8)O)O. Drug 2: CN1C(=O)N2C=NC(=C2N=N1)C(=O)N. Cell line: HL-60(TB). Synergy scores: CSS=59.2, Synergy_ZIP=4.80, Synergy_Bliss=6.87, Synergy_Loewe=-34.9, Synergy_HSA=4.09. (3) Drug 1: CC1=CC=C(C=C1)C2=CC(=NN2C3=CC=C(C=C3)S(=O)(=O)N)C(F)(F)F. Drug 2: CC1=C(C=C(C=C1)NC(=O)C2=CC=C(C=C2)CN3CCN(CC3)C)NC4=NC=CC(=N4)C5=CN=CC=C5. Cell line: OVCAR-8. Synergy scores: CSS=3.90, Synergy_ZIP=1.19, Synergy_Bliss=6.76, Synergy_Loewe=2.72, Synergy_HSA=3.24. (4) Drug 1: CN(C)N=NC1=C(NC=N1)C(=O)N. Drug 2: C1=NC(=NC(=O)N1C2C(C(C(O2)CO)O)O)N. Cell line: SF-295. Synergy scores: CSS=5.14, Synergy_ZIP=-3.32, Synergy_Bliss=-4.29, Synergy_Loewe=-2.42, Synergy_HSA=-2.65. (5) Drug 2: C1CN(P(=O)(OC1)NCCCl)CCCl. Synergy scores: CSS=5.06, Synergy_ZIP=-3.30, Synergy_Bliss=0.889, Synergy_Loewe=-18.7, Synergy_HSA=-0.726. Drug 1: CC1CCC2CC(C(=CC=CC=CC(CC(C(=O)C(C(C(=CC(C(=O)CC(OC(=O)C3CCCCN3C(=O)C(=O)C1(O2)O)C(C)CC4CCC(C(C4)OC)O)C)C)O)OC)C)C)C)OC. Cell line: CAKI-1. (6) Drug 1: CN(C)N=NC1=C(NC=N1)C(=O)N. Drug 2: C1=NC2=C(N=C(N=C2N1C3C(C(C(O3)CO)O)F)Cl)N. Cell line: EKVX. Synergy scores: CSS=3.35, Synergy_ZIP=2.65, Synergy_Bliss=-3.24, Synergy_Loewe=-50.0, Synergy_HSA=-4.72.